From a dataset of Catalyst prediction with 721,799 reactions and 888 catalyst types from USPTO. Predict which catalyst facilitates the given reaction. (1) Reactant: [Br:1][C:2]1[CH:10]=[CH:9][C:5]([C:6](O)=[O:7])=[C:4]([Cl:11])[CH:3]=1.B.C1COCC1.C([O-])([O-])=O.[K+].[K+].O. The catalyst class is: 1. Product: [Br:1][C:2]1[CH:10]=[CH:9][C:5]([CH2:6][OH:7])=[C:4]([Cl:11])[CH:3]=1. (2) Reactant: C([O:5][C:6](=[O:31])[CH2:7][CH2:8][C:9]([N:28]=[C:29]=[O:30])([CH2:19][CH2:20][C:21]([O:23]C(C)(C)C)=[O:22])[CH2:10][CH2:11][C:12]([O:14]C(C)(C)C)=[O:13])(C)(C)C.[O:32]1[CH2:37][CH2:36][N:35]([CH2:38][CH2:39][NH2:40])[CH2:34][CH2:33]1. Product: [C:21]([CH2:20][CH2:19][C:9]([NH:28][C:29]([NH:40][CH2:39][CH2:38][N:35]1[CH2:36][CH2:37][O:32][CH2:33][CH2:34]1)=[O:30])([CH2:10][CH2:11][C:12]([OH:14])=[O:13])[CH2:8][CH2:7][C:6]([OH:5])=[O:31])([OH:23])=[O:22]. The catalyst class is: 1.